This data is from Full USPTO retrosynthesis dataset with 1.9M reactions from patents (1976-2016). The task is: Predict the reactants needed to synthesize the given product. (1) Given the product [F:3][C:4]1[CH:10]=[CH:9][CH:8]=[CH:7][C:5]=1[NH:6][C:12]1[CH:21]=[CH:20][C:19]2[C:14](=[C:15]([C:22]3[NH:30][C:29]4[CH2:28][CH2:27][NH:26][C:25](=[O:31])[C:24]=4[CH:23]=3)[CH:16]=[CH:17][CH:18]=2)[N:13]=1, predict the reactants needed to synthesize it. The reactants are: [H-].[Na+].[F:3][C:4]1[CH:10]=[CH:9][CH:8]=[CH:7][C:5]=1[NH2:6].Cl[C:12]1[CH:21]=[CH:20][C:19]2[C:14](=[C:15]([C:22]3[NH:30][C:29]4[CH2:28][CH2:27][NH:26][C:25](=[O:31])[C:24]=4[CH:23]=3)[CH:16]=[CH:17][CH:18]=2)[N:13]=1. (2) Given the product [Cl:19][C:10]1[N:11]=[C:12]([N:13]2[CH2:18][CH2:17][O:16][CH2:15][CH2:14]2)[C:7]2[O:6][C:5]3[N:20]=[CH:21][C:2]([N:74]4[CH2:79][CH2:78][O:77][CH2:76][CH2:75]4)=[CH:3][C:4]=3[C:8]=2[N:9]=1, predict the reactants needed to synthesize it. The reactants are: Br[C:2]1[CH:21]=[N:20][C:5]2[O:6][C:7]3[C:12]([N:13]4[CH2:18][CH2:17][O:16][CH2:15][CH2:14]4)=[N:11][C:10]([Cl:19])=[N:9][C:8]=3[C:4]=2[CH:3]=1.C1C=CC(P(C2C(C3C(P(C4C=CC=CC=4)C4C=CC=CC=4)=CC=C4C=3C=CC=C4)=C3C(C=CC=C3)=CC=2)C2C=CC=CC=2)=CC=1.C([O-])([O-])=O.[Cs+].[Cs+].[NH:74]1[CH2:79][CH2:78][O:77][CH2:76][CH2:75]1. (3) Given the product [C:51]([O:55][C:56]([N:58]1[CH2:61][CH2:60][C@H:59]1[CH2:62][O:50][C:46]1[CH:47]=[N:48][CH:49]=[C:44]([C@H:42]2[CH2:43][C@@H:41]2[CH2:40][O:39][CH2:32][C:33]2[CH:34]=[CH:35][CH:36]=[CH:37][CH:38]=2)[CH:45]=1)=[O:57])([CH3:54])([CH3:52])[CH3:53], predict the reactants needed to synthesize it. The reactants are: N(C(N1CCCCC1)=O)=NC(N1CCCCC1)=O.C(P(CCCC)CCCC)CCC.[CH2:32]([O:39][CH2:40][C@H:41]1[CH2:43][C@@H:42]1[C:44]1[CH:45]=[C:46]([OH:50])[CH:47]=[N:48][CH:49]=1)[C:33]1[CH:38]=[CH:37][CH:36]=[CH:35][CH:34]=1.[C:51]([O:55][C:56]([N:58]1[CH2:61][CH2:60][C@H:59]1[CH2:62]O)=[O:57])([CH3:54])([CH3:53])[CH3:52]. (4) Given the product [CH2:1]([O:3][C:4]1[CH:5]=[C:6]([CH:27]=[C:28]([O:31][CH2:32][CH3:33])[C:29]=1[F:30])[CH2:7][N:8]1[CH2:13][CH2:12][CH:11]([NH:14][C:15]2[O:16][C:17]3[C:23]([NH2:24])=[CH:22][CH:21]=[CH:20][C:18]=3[N:19]=2)[CH2:10][CH2:9]1)[CH3:2], predict the reactants needed to synthesize it. The reactants are: [CH2:1]([O:3][C:4]1[CH:5]=[C:6]([CH:27]=[C:28]([O:31][CH2:32][CH3:33])[C:29]=1[F:30])[CH2:7][N:8]1[CH2:13][CH2:12][CH:11]([NH:14][C:15]2[O:16][C:17]3[C:23]([N+:24]([O-])=O)=[CH:22][CH:21]=[CH:20][C:18]=3[N:19]=2)[CH2:10][CH2:9]1)[CH3:2].CO. (5) Given the product [Br:8][C:9]1[CH:16]=[CH:15][C:12]([CH2:13][N:3]2[CH2:4][CH2:5][O:6][CH2:7][C@@H:2]2[CH3:1])=[CH:11][C:10]=1[F:17], predict the reactants needed to synthesize it. The reactants are: [CH3:1][C@H:2]1[CH2:7][O:6][CH2:5][CH2:4][NH:3]1.[Br:8][C:9]1[CH:16]=[CH:15][C:12]([CH:13]=O)=[CH:11][C:10]=1[F:17].C(O[BH-](OC(=O)C)OC(=O)C)(=O)C.[Na+].Cl. (6) Given the product [CH3:49][C:48]1[CH:47]=[CH:46][CH:51]=[CH:50][C:30]=1[C:27]1[CH:26]=[CH:25][CH:24]=[CH:29][CH:28]=1, predict the reactants needed to synthesize it. The reactants are: [F-].[Cs+].[C:27]1([CH3:30])[CH:28]=[CH:29][C:24]([B-]([C:24]2[CH:29]=[CH:28][C:27]([CH3:30])=[CH:26][CH:25]=2)([C:24]2[CH:29]=[CH:28][C:27]([CH3:30])=[CH:26][CH:25]=2)[C:24]2[CH:29]=[CH:28][C:27]([CH3:30])=[CH:26][CH:25]=2)=[CH:25][CH:26]=1.C([PH+](C(C)(C)C)C(C)(C)C)(C)(C)C.Br[C:46]1[CH:51]=[CH:50][CH:49]=[CH:48][C:47]=1C.C([Sn](CCCC)(CCCC)C1C=CC=CC=1)CCC.[Cl-].[Na+]. (7) Given the product [OH:38][CH2:37][C:35]([N:1]1[CH2:6][CH2:5][CH2:4][CH:3]([CH2:7][NH:8][C:9]([C:11]2[C:15]3[N:16]=[CH:17][N:18]=[C:19]([C:20]4[C:28]5[O:27][CH2:26][O:25][C:24]=5[CH:23]=[CH:22][C:21]=4[O:29][CH2:30][CH:31]4[CH2:33][CH2:32]4)[C:14]=3[NH:13][CH:12]=2)=[O:10])[CH2:2]1)=[O:36], predict the reactants needed to synthesize it. The reactants are: [NH:1]1[CH2:6][CH2:5][CH2:4][CH:3]([CH2:7][NH:8][C:9]([C:11]2[C:15]3[N:16]=[CH:17][N:18]=[C:19]([C:20]4[C:28]5[O:27][CH2:26][O:25][C:24]=5[CH:23]=[CH:22][C:21]=4[O:29][CH2:30][CH:31]4[CH2:33][CH2:32]4)[C:14]=3[NH:13][CH:12]=2)=[O:10])[CH2:2]1.Cl[C:35]([CH2:37][O:38]C(=O)C)=[O:36]. (8) Given the product [OH:1][C@@H:2]([CH2:16][CH2:17][CH2:18][CH2:19][CH2:20][CH3:21])[CH2:3]/[CH:4]=[CH:5]\[CH2:6][CH2:7][CH2:8][CH2:9][CH2:10][CH2:11][CH2:12][C:13]([NH:58][CH2:57][CH2:56][C:53]1[C:49]2[C:48](=[CH:47][CH:46]=[C:51]([OH:52])[CH:50]=2)[NH:55][CH:54]=1)=[O:15], predict the reactants needed to synthesize it. The reactants are: [OH:1][C@H:2]([CH2:16][CH2:17][CH2:18][CH2:19][CH2:20][CH3:21])[CH2:3]/[CH:4]=[CH:5]\[CH2:6][CH2:7][CH2:8][CH2:9][CH2:10][CH2:11][CH2:12][C:13]([OH:15])=O.CN(C(ON1N=NC2C=CC=NC1=2)=[N+](C)C)C.F[P-](F)(F)(F)(F)F.[CH:46]1[C:51]([OH:52])=[CH:50][C:49]2[C:53]([CH2:56][CH2:57][NH2:58])=[CH:54][NH:55][C:48]=2[CH:47]=1.Cl.O. (9) Given the product [Cl:1][C:2]1[CH:3]=[CH:4][C:5]([O:32][CH:33]([F:34])[F:35])=[C:6]([C:8]2[C:13]([O:14][CH3:15])=[CH:12][N:11]([CH:16]([CH2:24][CH2:25][O:26][C:27]([F:30])([F:29])[F:28])[C:17]([OH:19])=[O:18])[C:10](=[O:31])[CH:9]=2)[CH:7]=1, predict the reactants needed to synthesize it. The reactants are: [Cl:1][C:2]1[CH:3]=[CH:4][C:5]([O:32][CH:33]([F:35])[F:34])=[C:6]([C:8]2[C:13]([O:14][CH3:15])=[CH:12][N:11]([CH:16]([CH2:24][CH2:25][O:26][C:27]([F:30])([F:29])[F:28])[C:17]([O:19]C(C)(C)C)=[O:18])[C:10](=[O:31])[CH:9]=2)[CH:7]=1.C(O)(C(F)(F)F)=O. (10) Given the product [F:12][C:9]1[CH:10]=[CH:11][C:5]2[S:4][C:3]([CH2:2][N:19]3[CH2:24][CH2:23][NH:22][CH2:21][CH2:20]3)=[N:7][C:6]=2[CH:8]=1, predict the reactants needed to synthesize it. The reactants are: Br[CH2:2][C:3]1[S:4][C:5]2[CH:11]=[CH:10][C:9]([F:12])=[CH:8][C:6]=2[N:7]=1.C(=O)([O-])[O-].[K+].[K+].[NH:19]1[CH2:24][CH2:23][NH:22][CH2:21][CH2:20]1.